Dataset: Peptide-MHC class I binding affinity with 185,985 pairs from IEDB/IMGT. Task: Regression. Given a peptide amino acid sequence and an MHC pseudo amino acid sequence, predict their binding affinity value. This is MHC class I binding data. (1) The binding affinity (normalized) is 0.0847. The MHC is HLA-B27:05 with pseudo-sequence HLA-B27:05. The peptide sequence is SPMETTAEF. (2) The peptide sequence is MTIREFPRK. The MHC is HLA-B51:01 with pseudo-sequence HLA-B51:01. The binding affinity (normalized) is 0. (3) The MHC is HLA-B35:01 with pseudo-sequence HLA-B35:01. The binding affinity (normalized) is 0. The peptide sequence is ILDDNLYKV. (4) The peptide sequence is ILMARYMSK. The MHC is HLA-A02:19 with pseudo-sequence HLA-A02:19. The binding affinity (normalized) is 0.0847.